Dataset: Full USPTO retrosynthesis dataset with 1.9M reactions from patents (1976-2016). Task: Predict the reactants needed to synthesize the given product. (1) Given the product [Si:1]([O:18][CH:19]1[CH2:20][N:21]([C:23]2[S:24][CH:25]=[C:26]([C:28](=[O:29])[NH:55][C@H:52]([CH2:51][O:50][Si:33]([C:46]([CH3:47])([CH3:49])[CH3:48])([C:40]3[CH:41]=[CH:42][CH:43]=[CH:44][CH:45]=3)[C:34]3[CH:35]=[CH:36][CH:37]=[CH:38][CH:39]=3)[CH2:53][CH3:54])[N:27]=2)[CH2:22]1)([C:14]([CH3:16])([CH3:17])[CH3:15])([C:2]1[CH:3]=[CH:4][CH:5]=[CH:6][CH:7]=1)[C:8]1[CH:13]=[CH:12][CH:11]=[CH:10][CH:9]=1, predict the reactants needed to synthesize it. The reactants are: [Si:1]([O:18][CH:19]1[CH2:22][N:21]([C:23]2[S:24][CH:25]=[C:26]([C:28](OCC)=[O:29])[N:27]=2)[CH2:20]1)([C:14]([CH3:17])([CH3:16])[CH3:15])([C:8]1[CH:13]=[CH:12][CH:11]=[CH:10][CH:9]=1)[C:2]1[CH:7]=[CH:6][CH:5]=[CH:4][CH:3]=1.[Si:33]([O:50][CH2:51][C@@H:52]([NH2:55])[CH2:53][CH3:54])([C:46]([CH3:49])([CH3:48])[CH3:47])([C:40]1[CH:45]=[CH:44][CH:43]=[CH:42][CH:41]=1)[C:34]1[CH:39]=[CH:38][CH:37]=[CH:36][CH:35]=1.C[Al](C)C.C(O)(=O)C.C(OCC)(=O)C. (2) Given the product [C:1]([C:3]1[CH:4]=[C:5]([CH:38]=[CH:39][CH:40]=1)[CH2:6][N:7]([C:8]1[CH:16]=[CH:15][C:11]([C:12]([N:41]2[CH2:46][CH2:45][O:44][CH2:43][CH2:42]2)=[O:13])=[CH:10][CH:9]=1)[CH:17]1[CH2:22][CH2:21][N:20]([CH:23]([CH3:37])[CH2:24][CH2:25][NH:26][C:27]([C:29]2[C:34]([CH3:35])=[N:33][CH:32]=[N:31][C:30]=2[CH3:36])=[O:28])[CH2:19][CH2:18]1)#[N:2], predict the reactants needed to synthesize it. The reactants are: [C:1]([C:3]1[CH:4]=[C:5]([CH:38]=[CH:39][CH:40]=1)[CH2:6][N:7]([CH:17]1[CH2:22][CH2:21][N:20]([CH:23]([CH3:37])[CH2:24][CH2:25][NH:26][C:27]([C:29]2[C:30]([CH3:36])=[N:31][CH:32]=[N:33][C:34]=2[CH3:35])=[O:28])[CH2:19][CH2:18]1)[C:8]1[CH:16]=[CH:15][C:11]([C:12](O)=[O:13])=[CH:10][CH:9]=1)#[N:2].[NH:41]1[CH2:46][CH2:45][O:44][CH2:43][CH2:42]1. (3) Given the product [CH3:1][C:2]1[O:6][N:5]=[C:4]([C:7]2[CH:12]=[CH:11][CH:10]=[CH:9][CH:8]=2)[C:3]=1[CH2:13][O:14][C:15]1[CH:23]=[C:22]([C:24]([F:27])([F:25])[F:26])[C:18]([C:19]([NH:28][CH:29]2[CH2:34][CH2:33][O:32][CH2:31][CH2:30]2)=[O:20])=[CH:17][N:16]=1, predict the reactants needed to synthesize it. The reactants are: [CH3:1][C:2]1[O:6][N:5]=[C:4]([C:7]2[CH:12]=[CH:11][CH:10]=[CH:9][CH:8]=2)[C:3]=1[CH2:13][O:14][C:15]1[CH:23]=[C:22]([C:24]([F:27])([F:26])[F:25])[C:18]([C:19](O)=[O:20])=[CH:17][N:16]=1.[NH2:28][CH:29]1[CH2:34][CH2:33][O:32][CH2:31][CH2:30]1. (4) Given the product [C:1]([O:9][CH2:10][CH2:11][O:12][CH2:13][CH2:14][N:15]1[C:23]2[C:22]([NH:25][C:26]3[CH:41]=[CH:40][C:29]([O:30][C:31]4[CH:36]=[CH:35][CH:34]=[C:33]([C:37](=[O:39])[CH3:38])[CH:32]=4)=[C:28]([Cl:42])[CH:27]=3)=[N:21][CH:20]=[N:19][C:18]=2[CH:17]=[CH:16]1)(=[O:8])[C:2]1[CH:7]=[CH:6][CH:5]=[CH:4][CH:3]=1, predict the reactants needed to synthesize it. The reactants are: [C:1]([O:9][CH2:10][CH2:11][O:12][CH2:13][CH2:14][N:15]1[C:23]2[C:22](Cl)=[N:21][CH:20]=[N:19][C:18]=2[CH:17]=[CH:16]1)(=[O:8])[C:2]1[CH:7]=[CH:6][CH:5]=[CH:4][CH:3]=1.[NH2:25][C:26]1[CH:41]=[CH:40][C:29]([O:30][C:31]2[CH:32]=[C:33]([C:37](=[O:39])[CH3:38])[CH:34]=[CH:35][CH:36]=2)=[C:28]([Cl:42])[CH:27]=1.C(=O)([O-])O.[Na+]. (5) Given the product [N+:7]([O-:10])([O-:9])=[O:8].[Co+2:11].[N+:12]([O-:15])([O-:14])=[O:13], predict the reactants needed to synthesize it. The reactants are: O.O.O.O.O.O.[N+:7]([O-:10])([O-:9])=[O:8].[Co+2:11].[N+:12]([O-:15])([O-:14])=[O:13].[O-2].[Li+].[Li+].[Co]. (6) Given the product [CH3:1][O:2][C:3]1[CH:4]=[C:5]2[C:10](=[CH:11][C:12]=1[O:13][CH3:14])[N:9]=[CH:8][CH:7]=[C:6]2[O:15][C:16]1[CH:22]=[CH:21][C:19]([NH:20][C:41](=[O:47])[O:40][CH2:38][C:53]2[CH:56]=[CH:57][C:50]([F:49])=[CH:51][CH:52]=2)=[CH:18][CH:17]=1, predict the reactants needed to synthesize it. The reactants are: [CH3:1][O:2][C:3]1[CH:4]=[C:5]2[C:10](=[CH:11][C:12]=1[O:13][CH3:14])[N:9]=[CH:8][CH:7]=[C:6]2[O:15][C:16]1[CH:22]=[CH:21][C:19]([NH2:20])=[CH:18][CH:17]=1.C1(C)C=CC=CC=1.C(N(CC)CC)C.Cl[C:38](Cl)([O:40][C:41](=[O:47])OC(Cl)(Cl)Cl)Cl.[F:49][C:50]1[CH:57]=[CH:56][C:53](CO)=[CH:52][CH:51]=1.